This data is from Forward reaction prediction with 1.9M reactions from USPTO patents (1976-2016). The task is: Predict the product of the given reaction. (1) Given the reactants [NH:1]1[C:5]2[CH:6]=[CH:7][CH:8]=[CH:9][C:4]=2[N:3]=[C:2]1[CH2:10][N:11]([CH3:22])[CH:12]1[C:21]2[N:20]=[CH:19][CH:18]=[CH:17][C:16]=2[CH2:15][CH2:14][CH2:13]1.Cl[CH2:24][CH2:25][CH2:26][N:27]1[CH2:32][CH2:31][O:30][CH2:29][CH2:28]1.CN(CC1N(CCN2CCCCC2)C2C=CC=CC=2N=1)C1C2N=CC=CC=2CCC1, predict the reaction product. The product is: [CH3:22][N:11]([CH2:10][C:2]1[N:3]([CH2:24][CH2:25][CH2:26][N:27]2[CH2:32][CH2:31][O:30][CH2:29][CH2:28]2)[C:4]2[CH:9]=[CH:8][CH:7]=[CH:6][C:5]=2[N:1]=1)[CH:12]1[C:21]2[N:20]=[CH:19][CH:18]=[CH:17][C:16]=2[CH2:15][CH2:14][CH2:13]1. (2) Given the reactants [CH2:1]([O:8][C:9]([N:11]1[CH2:20][CH2:19][C:18]2[C:13](=[C:14]([F:22])[CH:15]=[CH:16][C:17]=2Br)[CH2:12]1)=[O:10])[C:2]1[CH:7]=[CH:6][CH:5]=[CH:4][CH:3]=1.[CH2:23]([O:25][C:26](=[O:45])[CH2:27][C:28]1[CH:33]=[CH:32][C:31]([O:34][CH3:35])=[C:30](B2OC(C)(C)C(C)(C)O2)[CH:29]=1)[CH3:24].C(=O)([O-])[O-].[Na+].[Na+], predict the reaction product. The product is: [CH2:1]([O:8][C:9]([N:11]1[CH2:20][CH2:19][C:18]2[C:13](=[C:14]([F:22])[CH:15]=[CH:16][C:17]=2[C:30]2[CH:29]=[C:28]([CH2:27][C:26]([O:25][CH2:23][CH3:24])=[O:45])[CH:33]=[CH:32][C:31]=2[O:34][CH3:35])[CH2:12]1)=[O:10])[C:2]1[CH:7]=[CH:6][CH:5]=[CH:4][CH:3]=1. (3) Given the reactants [C:1]([O:5][C:6]([N:8]1[CH2:12][CH2:11][CH2:10][C@H:9]1[CH2:13]I)=[O:7])([CH3:4])([CH3:3])[CH3:2].C(N(CC)CC)C.[H][H], predict the reaction product. The product is: [C:1]([O:5][C:6]([N:8]1[CH2:12][CH2:11][CH2:10][C@H:9]1[CH3:13])=[O:7])([CH3:4])([CH3:2])[CH3:3]. (4) Given the reactants [F:1][C:2]1[C:11]2[O:10][CH2:9][CH:8]=[CH:7][C:6]=2[C:5]([C:12]([OH:14])=O)=[CH:4][CH:3]=1.C(N1C=CN=C1)([N:17]1C=CN=C1)=O, predict the reaction product. The product is: [F:1][C:2]1[C:11]2[O:10][CH2:9][CH:8]=[CH:7][C:6]=2[C:5]([C:12]([NH2:17])=[O:14])=[CH:4][CH:3]=1. (5) Given the reactants [Cl:1][C:2]1[CH:3]=[CH:4][C:5]([N+:18]([O-])=O)=[C:6]([CH:17]=1)[C:7]([NH:9][C:10]1[CH:15]=[CH:14][C:13]([Cl:16])=[CH:12][N:11]=1)=[O:8].N, predict the reaction product. The product is: [NH2:18][C:5]1[CH:4]=[CH:3][C:2]([Cl:1])=[CH:17][C:6]=1[C:7]([NH:9][C:10]1[CH:15]=[CH:14][C:13]([Cl:16])=[CH:12][N:11]=1)=[O:8]. (6) Given the reactants [S:1]1[C:5]2[CH:6]=[CH:7][CH:8]=[CH:9][C:4]=2[N:3]=[C:2]1[NH:10][N:11]=[CH:12][C:13]1[O:14][C:15]([N+:18]([O-:20])=[O:19])=[CH:16][CH:17]=1.[N+](C1OC(C=O)=CC=1)([O-])=O.N(C1SC2C=C([C:42]([F:45])([F:44])[F:43])C=CC=2N=1)N, predict the reaction product. The product is: [F:43][C:42]([F:45])([F:44])[C:7]1[CH:8]=[CH:9][C:4]2[N:3]=[C:2]([NH:10][N:11]=[CH:12][C:13]3[O:14][C:15]([N+:18]([O-:20])=[O:19])=[CH:16][CH:17]=3)[S:1][C:5]=2[CH:6]=1. (7) Given the reactants Cl.[Cl:2][C:3]1[N:4]=[C:5]([C:10]([NH:12][C@H:13]2[CH2:18][CH2:17][NH:16][CH2:15][C@H:14]2[O:19][CH2:20][CH3:21])=[O:11])[NH:6][C:7]=1[CH2:8][CH3:9].[NH:22]([C:29](=[O:33])[C:30](O)=[O:31])[C:23]1[CH:28]=[CH:27][CH:26]=[CH:25][CH:24]=1, predict the reaction product. The product is: [NH:22]([C:29](=[O:33])[C:30]([N:16]1[CH2:17][CH2:18][C@H:13]([NH:12][C:10]([C:5]2[NH:6][C:7]([CH2:8][CH3:9])=[C:3]([Cl:2])[N:4]=2)=[O:11])[C@H:14]([O:19][CH2:20][CH3:21])[CH2:15]1)=[O:31])[C:23]1[CH:28]=[CH:27][CH:26]=[CH:25][CH:24]=1. (8) Given the reactants B(Br)(Br)Br.C[O:6][C:7]1[CH:21]=[CH:20][C:10]([O:11][C:12]2[CH:19]=[CH:18][C:15]([C:16]#[N:17])=[CH:14][CH:13]=2)=[CH:9][CH:8]=1, predict the reaction product. The product is: [OH:6][C:7]1[CH:21]=[CH:20][C:10]([O:11][C:12]2[CH:19]=[CH:18][C:15]([C:16]#[N:17])=[CH:14][CH:13]=2)=[CH:9][CH:8]=1. (9) Given the reactants [CH3:1][O:2][C:3](=[O:21])[CH2:4][C:5]1[N:6]=[C:7]([C:10]2[CH:15]=[C:14]([C:16]([F:19])([F:18])[F:17])[CH:13]=[C:12](Br)[CH:11]=2)[S:8][CH:9]=1.C=CC1C=CC=CC=1.[B-](F)(F)(F)F.CC([PH+](C(C)(C)C)C(C)(C)C)(C)C.[O:48]1CCOC[CH2:49]1, predict the reaction product. The product is: [CH3:1][O:2][C:3](=[O:21])[CH2:4][C:5]1[N:6]=[C:7]([C:10]2[CH:15]=[C:14]([C:16]([F:19])([F:18])[F:17])[CH:13]=[C:12]([CH:49]=[O:48])[CH:11]=2)[S:8][CH:9]=1.